From a dataset of Drug-target binding data from BindingDB using Ki measurements. Regression. Given a target protein amino acid sequence and a drug SMILES string, predict the binding affinity score between them. We predict pKi (pKi = -log10(Ki in M); higher means stronger inhibition). Dataset: bindingdb_ki. The drug is NCCc1c[nH]c2ccc(O)cc12. The target protein (P35364) has sequence MDLPINLTSFSLSTPSTLEPNRSLDTEALRTSQSFLSAFRVLVLTLLGFLAAATFTWNLLVLATILRVRTFHRVPHNLVASMAISDVLVAVLVMPLSLVHELSGRRWQLGRRLCQLWIACDVLCCTASIWNVTAIALDRYWSITRHLEYTLRARKRVSNVMILLTWALSAVISLAPLLFGWGETYSELSEECQVSREPSYTVFSTVGAFYLPLCVVLFVYWKIYKAAKFRMGSRKTNSVSPIPEAVEVKDASQHPQMVFTVRHATVTFQTEGDTWREQKEQRAALMVGILIGVFVLCWFPFFVTELISPLCSWDIPALWKSIFLWLGYSNSFFNPLIYTAFNRSYSSAFKVFFSKQQ. The pKi is 5.9.